From a dataset of NCI-60 drug combinations with 297,098 pairs across 59 cell lines. Regression. Given two drug SMILES strings and cell line genomic features, predict the synergy score measuring deviation from expected non-interaction effect. (1) Drug 1: C1CN1P(=S)(N2CC2)N3CC3. Drug 2: CC(C)NC(=O)C1=CC=C(C=C1)CNNC.Cl. Cell line: U251. Synergy scores: CSS=8.89, Synergy_ZIP=-4.11, Synergy_Bliss=2.87, Synergy_Loewe=-5.52, Synergy_HSA=-0.0402. (2) Drug 1: CN1C2=C(C=C(C=C2)N(CCCl)CCCl)N=C1CCCC(=O)O.Cl. Drug 2: C#CCC(CC1=CN=C2C(=N1)C(=NC(=N2)N)N)C3=CC=C(C=C3)C(=O)NC(CCC(=O)O)C(=O)O. Cell line: A549. Synergy scores: CSS=-1.11, Synergy_ZIP=0.697, Synergy_Bliss=0.693, Synergy_Loewe=-0.211, Synergy_HSA=-0.983. (3) Drug 1: COC1=NC(=NC2=C1N=CN2C3C(C(C(O3)CO)O)O)N. Drug 2: CC1=C(C(=O)C2=C(C1=O)N3CC4C(C3(C2COC(=O)N)OC)N4)N. Cell line: HCT116. Synergy scores: CSS=26.1, Synergy_ZIP=6.09, Synergy_Bliss=6.89, Synergy_Loewe=-29.4, Synergy_HSA=-0.812. (4) Drug 1: C1CN1C2=NC(=NC(=N2)N3CC3)N4CC4. Drug 2: CN(C)N=NC1=C(NC=N1)C(=O)N. Cell line: HOP-62. Synergy scores: CSS=27.5, Synergy_ZIP=0.410, Synergy_Bliss=-1.54, Synergy_Loewe=-32.7, Synergy_HSA=-2.69.